From a dataset of Reaction yield outcomes from USPTO patents with 853,638 reactions. Predict the reaction yield, written as a fraction of the theoretical maximum amount of product (1.0 means a 100% yield; for example, 0.34 means a 34% yield). (1) The reactants are Br[CH2:2][C:3](=O)[CH2:4][C:5]1[CH:10]=[CH:9][C:8]([N+:11]([O-:13])=[O:12])=[CH:7][CH:6]=1.[C:15](=[S:19])([NH2:18])[CH2:16][CH3:17].C(=O)([O-])O.[Na+]. The catalyst is C(O)C. The product is [CH2:16]([C:15]1[S:19][CH:2]=[C:3]([CH2:4][C:5]2[CH:10]=[CH:9][C:8]([N+:11]([O-:13])=[O:12])=[CH:7][CH:6]=2)[N:18]=1)[CH3:17]. The yield is 0.960. (2) The reactants are [CH3:1][O:2][CH2:3][C@@H:4]([O:6][C:7]1[CH:8]=[C:9]([CH:14]=[C:15]([O:17][CH2:18][C:19]2[CH:24]=[CH:23][CH:22]=[CH:21][CH:20]=2)[CH:16]=1)[C:10]([O:12]C)=[O:11])[CH3:5].[OH-].[Na+]. The catalyst is C1COCC1.CO.O. The product is [CH3:1][O:2][CH2:3][C@@H:4]([O:6][C:7]1[CH:8]=[C:9]([CH:14]=[C:15]([O:17][CH2:18][C:19]2[CH:20]=[CH:21][CH:22]=[CH:23][CH:24]=2)[CH:16]=1)[C:10]([OH:12])=[O:11])[CH3:5]. The yield is 0.990. (3) The reactants are [O:1]=[C:2]1[C:11]2[C:6](=[CH:7][CH:8]=[CH:9][CH:10]=2)[NH:5][CH:4]=[C:3]1[C:12]([NH:14][C:15]1[CH:23]=[C:22]2[C:18]([CH:19]=[CH:20][NH:21]2)=[CH:17][C:16]=1[C:24](O)=[O:25])=[O:13].CN(C(ON1N=NC2C=CC=NC1=2)=[N+](C)C)C.F[P-](F)(F)(F)(F)F.CCN(C(C)C)C(C)C.[CH2:60]([NH2:64])[CH:61]([CH3:63])[CH3:62]. The catalyst is CN(C=O)C. The product is [CH2:60]([NH:64][C:24]([C:16]1[CH:17]=[C:18]2[C:22](=[CH:23][C:15]=1[NH:14][C:12]([C:3]1[C:2](=[O:1])[C:11]3[C:6](=[CH:7][CH:8]=[CH:9][CH:10]=3)[NH:5][CH:4]=1)=[O:13])[NH:21][CH:20]=[CH:19]2)=[O:25])[CH:61]([CH3:63])[CH3:62]. The yield is 0.660. (4) The product is [CH2:19]1[O:28][C:27]2[CH:26]=[CH:25][C:23]([NH:24][C:2]3[C:3]4[N:11]=[C:10]([C:12]5[CH:17]=[CH:16][C:15]([F:18])=[CH:14][CH:13]=5)[CH:9]=[CH:8][C:4]=4[N:5]=[CH:6][N:7]=3)=[CH:22][C:21]=2[O:20]1. The reactants are Cl[C:2]1[C:3]2[N:11]=[C:10]([C:12]3[CH:17]=[CH:16][C:15]([F:18])=[CH:14][CH:13]=3)[CH:9]=[CH:8][C:4]=2[N:5]=[CH:6][N:7]=1.[CH2:19]1[O:28][C:27]2[CH:26]=[CH:25][C:23]([NH2:24])=[CH:22][C:21]=2[O:20]1.O1CCN(C2C3N=C(C4C=CC(F)=CC=4)C=CC=3N=CN=2)CC1. No catalyst specified. The yield is 0.940. (5) The reactants are C([O:4][C:5]1[CH:10]=[CH:9][CH:8]=[C:7]([Br:11])[CH:6]=1)C=C.N([C:17]1[CH:22]=CC=C[CH:18]=1)(CC)CC. The catalyst is CCOC(C)=O. The product is [CH2:22]([C:6]1[C:7]([Br:11])=[CH:8][CH:9]=[CH:10][C:5]=1[OH:4])[CH:17]=[CH2:18].[CH2:22]([C:10]1[CH:9]=[CH:8][C:7]([Br:11])=[CH:6][C:5]=1[OH:4])[CH:17]=[CH2:18]. The yield is 0.470. (6) The reactants are Cl[C:2]1[CH:7]=[CH:6][N:5]=[C:4]2[NH:8][N:9]=[CH:10][C:3]=12.[I-:11].[Na+].[C:13](Cl)(=[O:15])[CH3:14].OS([O-])=O.[Na+]. The catalyst is C(#N)C. The product is [I:11][C:2]1[CH:7]=[CH:6][N:5]=[C:4]2[N:8]([C:13](=[O:15])[CH3:14])[N:9]=[CH:10][C:3]=12. The yield is 0.420. (7) The reactants are [OH:1][CH2:2][CH2:3][N:4]1[CH2:9][CH2:8][O:7][CH2:6][CH2:5]1.[H-].[Na+].F[C:13]1[CH:18]=[CH:17][CH:16]=[CH:15][C:14]=1[N+:19]([O-:21])=[O:20].Cl. The catalyst is CN(C=O)C. The product is [N+:19]([C:14]1[CH:15]=[CH:16][CH:17]=[CH:18][C:13]=1[O:1][CH2:2][CH2:3][N:4]1[CH2:9][CH2:8][O:7][CH2:6][CH2:5]1)([O-:21])=[O:20]. The yield is 0.900. (8) The reactants are [CH3:1][C:2](C)([O-])[CH3:3].[K+].[C:7]([NH:17][CH2:18][CH2:19][CH2:20][CH2:21][C:22]1[CH:27]=[CH:26][C:25]([OH:28])=[CH:24][CH:23]=1)([O:9][CH2:10][C:11]1[CH:16]=[CH:15][CH:14]=[CH:13][CH:12]=1)=[O:8].C(Br)C=C. The catalyst is CC#N.C1OCCOCCOCCOCCOCCOC1. The product is [C:7]([NH:17][CH2:18][CH2:19][CH2:20][CH2:21][C:22]1[CH:27]=[CH:26][C:25]([O:28][CH2:3][CH:2]=[CH2:1])=[CH:24][CH:23]=1)([O:9][CH2:10][C:11]1[CH:12]=[CH:13][CH:14]=[CH:15][CH:16]=1)=[O:8]. The yield is 0.710.